From a dataset of Experimentally validated miRNA-target interactions with 360,000+ pairs, plus equal number of negative samples. Binary Classification. Given a miRNA mature sequence and a target amino acid sequence, predict their likelihood of interaction. (1) The miRNA is hsa-miR-6845-3p with sequence CCUCUCCUCCCUGUGCCCCAG. The protein sequence of the target gene is MAAAASVTGRVTWAASPMRSLGLGRRLSLPGPRLDAVTAAVNPSLSDHGNGLGRGTRGSGCSGGSLVADWGGGAAAAAAVALALAPALSTMRRGSSESELAARWEAEAVAAAKAAAKAEAEATAETVAEQVRVDAGAAGEPECKAGEEQPKVLAPAPAQPSAAEEGNTQVLQRPPPTLPPSKPKPVQGLCPHGKPRDKGRSCKRSSGHGSGENGSQRPVTVDSSKARTSLDALKISIRQLKWKEFPFGRRLPCDIYWHGVSFHDNDIFSGQVNKFPGMTEMVRKITLSRAVRTMQNLFPE.... Result: 1 (interaction). (2) The miRNA is hsa-miR-582-5p with sequence UUACAGUUGUUCAACCAGUUACU. The protein sequence of the target gene is MADVYPANDSTASQDVANRFARKGALRQKNVHEVKDHKFIARFFKQPTFCSHCTDFIWGFGKQGFQCQVCCFVVHKRCHEFVTFSCPGADKGPDTDDPRSKHKFKIHTYGSPTFCDHCGSLLYGLIHQGMKCDTCDMNVHKQCVINDPSLCGMDHTEKRGRIYLKAEVTDEKLHVTVRDAKNLIPMDPNGLSDPYVKLKLIPDPKNESKQKTKTIRSNLNPQWNESFTFKLKPSDKDRRLSVEIWDWDRTTRNDFMGSLSFGVSELMKMPASGWYKAHNQEEGEYYNVPIPEGDEEGNME.... Result: 0 (no interaction). (3) The miRNA is hsa-miR-5004-5p with sequence UGAGGACAGGGCAAAUUCACGA. The protein sequence of the target gene is MAPLLPIRTLPLILILLALLSPGAADFNISSLSGLLSPALTESLLVALPPCHLTGGNATLMVRRANDSKVVTSSFVVPPCRGRRELVSVVDSGAGFTVTRLSAYQVTNLVPGTKFYISYLVKKGTATESSREIPMSTLPRRNMESIGLGMARTGGMVVITVLLSVAMFLLVLGFIIALALGSRK. Result: 0 (no interaction). (4) The miRNA is hsa-miR-93-5p with sequence CAAAGUGCUGUUCGUGCAGGUAG. The protein sequence of the target gene is MPGSAAKGSELSERIESFVETLKRGGGPRSSEEMARETLGLLRQIITDHRWSNAGELMELIRREGRRMTAAQPSETTVGNMVRRVLKIIREEYGRLHGRSDESDQQESLHKLLTSGGLNEDFSFHYAQLQSNIIEAINELLVELEGTMENIAAQALEHIHSNEVIMTIGFSRTVEAFLKEAARKRKFHVIVAECAPFCQGHEMAVNLSKAGIETTVMTDAAIFAVMSRVNKVIIGTKTILANGALRAVTGTHTLALAAKHHSTPLIVCAPMFKLSPQFPNEEDSFHKFVAPEEVLPFTEG.... Result: 1 (interaction). (5) The miRNA is hsa-miR-215-5p with sequence AUGACCUAUGAAUUGACAGAC. The protein sequence of the target gene is MLTEASLSIWGWGSLGIVLFLITFGPFVIFYLTFYILCFVGGGLVVTLLFGKTNSEKYLEQCEHSFLPPTSPGVPKCLEEMKREARTIKIDRRLTGANIIDEPLQQVIQFSLRDYVQYWYYTLSDDESFLLEIRQTLQNALIQFATRSKEIDWQPYFTTRIVDDFGTHLRVFRKAQQKITEKDDQVKGTAEDLVDTFFEVEVEMEKEVCRDLVCTSPKDEEGFLRDLCEVLLYLLLPPGDFQNKIMRYFVREILARGILLPLINQLSDPDYINQYVIWMIRDSNCNYEAFMNIIKLSDNI.... Result: 1 (interaction). (6) The protein sequence of the target gene is MESSRGRPGPETDLLAVAEHQALVFGGGPGRTSSEPPAGLRVSGEEETENVGGANRHPRTSPKTSSCGVVHRPEREALENEPGPQGTLSGAGSRRGAPGAEHEPSLSSRHKNPAPPEGKPSSGRDCRRGGPGGGMDVEQQEEEDNDEEAAAGSRAGRSFSSRLQDSRSLDGLSEACGGAGSSGSAESGAGGGRRATISSPLELEGTVSRHGDLTHFVANNLQLKIRLSGAPPPPPSAPARPCPAPAPTPTPAIPPIDPEVLRDLERLSRELGGRVDRLLRGLGGAVQELTALSVGCIQTY.... Result: 0 (no interaction). The miRNA is hsa-miR-1471 with sequence GCCCGCGUGUGGAGCCAGGUGU. (7) The miRNA is mmu-miR-674-5p with sequence GCACUGAGAUGGGAGUGGUGUA. The protein sequence of the target gene is MAKSSSLNVRVVEGRALPAKDVSGSSDPYCLVKVDDEVVARTATVWRSLGPFWGEEYTVHLPLDFHQLAFYVLDEDTVGHDDIIGKISLSREAITADPRGIDSWINLSRVDPDAEVQGEICLSVQMLEDGQGRCLRCHVLQARDLAPRDISGTSDPFARVFWGSQSLETSTIKKTRFPHWDEVLELREMPGAPSPLRVELWDWDMVGKNDFLGMVEFSPKTLQQKPPKGWFRLLPFPRAEEDSGGNLGALRVKVRLIEDRVLPSQCYQPLMELLMESVQGPAEEDTASPLALLEELTLGD.... Result: 0 (no interaction). (8) The miRNA is hsa-miR-6875-3p with sequence AUUCUUCCUGCCCUGGCUCCAU. The protein sequence of the target gene is MSIALKQVFNKDKTFRPKRKFEPGTQRFELHKRAQASLNSGVDLKAAVQLPSGEDQNDWVAVHVVDFFNRINLIYGTICEFCTERTCPVMSGGPKYEYRWQDDLKYKKPTALPAPQYMNLLMDWIEVQINNEEIFPTCVGVPFPKNFLQICKKILCRLFRVFVHVYIHHFDRVIVMGAEAHVNTCYKHFYYFVTEMNLIDRKELEPLKEMTSRMCH. Result: 1 (interaction). (9) The miRNA is hsa-miR-520d-3p with sequence AAAGUGCUUCUCUUUGGUGGGU. The protein sequence of the target gene is MAAAAAALSGAGTPPAGGGAGGGGAGGGGSPPGGWAVARLEGREFEYLMKKRSVTIGRNSSQGSVDVSMGHSSFISRRHLEIFTPPGGGGHGGAAPELPPAQPRPDAGGDFYLRCLGKNGVFVDGVFQRRGAPPLQLPRVCTFRFPSTNIKITFTALSSEKREKQEASESPVKAVQPHISPLTINIPDTMAHLISPLPSPTGTISAANSCPSSPRGAGSSGYKVGRVMPSDLNLMADNSQPENEKEASGGDSPKDDSKPPYSYAQLIVQAITMAPDKQLTLNGIYTHITKNYPYYRTADK.... Result: 1 (interaction).